This data is from Catalyst prediction with 721,799 reactions and 888 catalyst types from USPTO. The task is: Predict which catalyst facilitates the given reaction. (1) Reactant: [CH3:1][N:2]1[C:6]([C:7]2[CH:12]=[CH:11][CH:10]=[CH:9][CH:8]=2)=[CH:5][N:4]=[C:3]1[NH2:13].[C:14]1([CH2:20][CH2:21][C:22](Cl)=[O:23])[CH:19]=[CH:18][CH:17]=[CH:16][CH:15]=1. Product: [CH3:1][N:2]1[C:6]([C:7]2[CH:12]=[CH:11][CH:10]=[CH:9][CH:8]=2)=[CH:5][N:4]=[C:3]1[NH:13][C:22](=[O:23])[CH2:21][CH2:20][C:14]1[CH:19]=[CH:18][CH:17]=[CH:16][CH:15]=1. The catalyst class is: 17. (2) Reactant: [CH3:1][N:2]1[CH2:7][CH2:6][N:5]([C:8]2[CH:13]=[C:12]([C:14]([F:17])([F:16])[F:15])[CH:11]=[CH:10][C:9]=2[C:18]2[CH:27]=[CH:26][CH:25]=[C:24]3[C:19]=2[CH2:20][CH2:21][N:22](C(OC(C)(C)C)=O)[CH2:23]3)[CH2:4][CH2:3]1.Cl.O1CCOCC1. Product: [CH3:1][N:2]1[CH2:7][CH2:6][N:5]([C:8]2[CH:13]=[C:12]([C:14]([F:16])([F:15])[F:17])[CH:11]=[CH:10][C:9]=2[C:18]2[CH:27]=[CH:26][CH:25]=[C:24]3[C:19]=2[CH2:20][CH2:21][NH:22][CH2:23]3)[CH2:4][CH2:3]1. The catalyst class is: 1. (3) Reactant: [CH3:1][O:2][CH2:3][CH2:4][N:5]1[C:13]2[C:8](=[CH:9][CH:10]=[CH:11][C:12]=2[CH3:14])[C:7]([C:15]([OH:17])=O)=[CH:6]1.CCN(C(C)C)C(C)C.[C:27]([O:31][C:32](=[O:52])[NH:33][CH2:34][C:35]1[CH:40]=[CH:39][C:38]([O:41][CH2:42][C:43](=[O:45])[NH2:44])=[C:37]([CH:46]2[CH2:51][CH2:50][NH:49][CH2:48][CH2:47]2)[CH:36]=1)([CH3:30])([CH3:29])[CH3:28].C1C=CC2N(O)N=NC=2C=1.CCN=C=NCCCN(C)C. Product: [C:27]([O:31][C:32](=[O:52])[NH:33][CH2:34][C:35]1[CH:40]=[CH:39][C:38]([O:41][CH2:42][C:43](=[O:45])[NH2:44])=[C:37]([CH:46]2[CH2:47][CH2:48][N:49]([C:15]([C:7]3[C:8]4[C:13](=[C:12]([CH3:14])[CH:11]=[CH:10][CH:9]=4)[N:5]([CH2:4][CH2:3][O:2][CH3:1])[CH:6]=3)=[O:17])[CH2:50][CH2:51]2)[CH:36]=1)([CH3:30])([CH3:28])[CH3:29]. The catalyst class is: 2. (4) Reactant: [Br:1][C:2]1[CH:3]=[C:4]([C:8]#[C:9][CH2:10][CH2:11]O)[CH:5]=[CH:6][CH:7]=1.CCN(S(F)(F)[F:19])CC.C(=O)(O)[O-].[Na+]. The catalyst class is: 2. Product: [Br:1][C:2]1[CH:7]=[CH:6][CH:5]=[C:4]([C:8]#[C:9][CH2:10][CH2:11][F:19])[CH:3]=1. (5) Product: [ClH:18].[N:1]1[C:10]2[C:5](=[CH:6][C:7]([NH:11][NH2:12])=[CH:8][CH:9]=2)[CH:4]=[CH:3][CH:2]=1. The catalyst class is: 33. Reactant: [N:1]1[C:10]2[C:5](=[CH:6][C:7]([NH2:11])=[CH:8][CH:9]=2)[CH:4]=[CH:3][CH:2]=1.[N:12]([O-])=O.[Na+].O.O.[Cl:18][Sn]Cl.